This data is from Forward reaction prediction with 1.9M reactions from USPTO patents (1976-2016). The task is: Predict the product of the given reaction. (1) Given the reactants [CH:1]([C:3]1[CH:10]=[CH:9][C:6]([C:7]#[N:8])=[CH:5][C:4]=1[O:11][CH3:12])=O.[CH3:13][C:14]1[N:15]=[C:16]([CH2:19][C:20](=O)[CH2:21][CH2:22][CH3:23])[S:17][CH:18]=1.[NH2:25]/[C:26](/[CH3:30])=[CH:27]\[C:28]#[N:29], predict the reaction product. The product is: [C:7]([C:6]1[CH:9]=[CH:10][C:3]([CH:1]2[C:19]([C:16]3[S:17][CH:18]=[C:14]([CH3:13])[N:15]=3)=[C:20]([CH2:21][CH2:22][CH3:23])[NH:25][C:26]([CH3:30])=[C:27]2[C:28]#[N:29])=[C:4]([O:11][CH3:12])[CH:5]=1)#[N:8]. (2) Given the reactants C(N(CC)CC)C.FC(F)(F)S([O:13][Si:14]([C:17]([CH3:20])([CH3:19])[CH3:18])([CH3:16])[CH3:15])(=O)=O.[Br:23][C:24]1[CH:29]=[CH:28][C:27]([CH2:30]O)=[CH:26][CH:25]=1.[Cl-].[NH4+], predict the reaction product. The product is: [Br:23][C:24]1[CH:29]=[CH:28][C:27]([CH2:30][O:13][Si:14]([C:17]([CH3:20])([CH3:19])[CH3:18])([CH3:16])[CH3:15])=[CH:26][CH:25]=1. (3) Given the reactants FC1C=CC(F)=C(C(O)=O)C=1N.[F:13][C:14]1[CH:23]=[CH:22][C:21]([F:24])=[C:20]2[C:15]=1[C:16](=O)[NH:17][C:18]([CH3:25])=[N:19]2.P(Cl)(Cl)(Cl)(Cl)[Cl:28].C([O-])(O)=O.[Na+], predict the reaction product. The product is: [Cl:28][C:16]1[C:15]2[C:20](=[C:21]([F:24])[CH:22]=[CH:23][C:14]=2[F:13])[N:19]=[C:18]([CH3:25])[N:17]=1. (4) Given the reactants [CH3:1][C:2]1[CH:15]=[C:14]([N+:16]([O-])=O)[CH:13]=[CH:12][C:3]=1[O:4][CH2:5][CH:6]1[CH2:11][CH2:10][CH2:9][CH2:8][O:7]1, predict the reaction product. The product is: [CH3:1][C:2]1[CH:15]=[C:14]([CH:13]=[CH:12][C:3]=1[O:4][CH2:5][CH:6]1[CH2:11][CH2:10][CH2:9][CH2:8][O:7]1)[NH2:16].